Dataset: Catalyst prediction with 721,799 reactions and 888 catalyst types from USPTO. Task: Predict which catalyst facilitates the given reaction. (1) Reactant: Cl.[CH3:2][O:3][C:4]1[C:9]2[N:10]=[C:11]([NH:13][C:14](=[O:22])[C:15]3[CH:20]=[CH:19][N:18]=[C:17]([CH3:21])[CH:16]=3)[S:12][C:8]=2[C:7]([CH:23]2[CH2:28][CH2:27][NH:26][CH2:25][CH2:24]2)=[CH:6][CH:5]=1.C(N(CC)CC)C.[C:36](OC(=O)C)(=[O:38])[CH3:37].C(=O)(O)[O-].[Na+]. Product: [C:36]([N:26]1[CH2:27][CH2:28][CH:23]([C:7]2[C:8]3[S:12][C:11]([NH:13][C:14](=[O:22])[C:15]4[CH:20]=[CH:19][N:18]=[C:17]([CH3:21])[CH:16]=4)=[N:10][C:9]=3[C:4]([O:3][CH3:2])=[CH:5][CH:6]=2)[CH2:24][CH2:25]1)(=[O:38])[CH3:37]. The catalyst class is: 20. (2) Reactant: [CH3:1][C:2]([N+:10]([O-:12])=[O:11])([CH3:9])[CH2:3][CH2:4][C:5](OC)=[O:6].[BH4-].[Na+].O.Cl. Product: [CH3:1][C:2]([N+:10]([O-:12])=[O:11])([CH3:9])[CH2:3][CH2:4][CH2:5][OH:6]. The catalyst class is: 8.